Dataset: Full USPTO retrosynthesis dataset with 1.9M reactions from patents (1976-2016). Task: Predict the reactants needed to synthesize the given product. (1) Given the product [NH2:16][C:2]([CH3:15])([CH3:1])[CH2:3][CH2:4][S:5]([O:8][C:9]1[CH:14]=[CH:13][CH:12]=[CH:11][CH:10]=1)(=[O:7])=[O:6], predict the reactants needed to synthesize it. The reactants are: [CH3:1][C:2]([N+:16]([O-])=O)([CH3:15])[CH2:3][CH2:4][S:5]([O:8][C:9]1[CH:14]=[CH:13][CH:12]=[CH:11][CH:10]=1)(=[O:7])=[O:6]. (2) Given the product [NH2:25][CH2:24][CH2:23][C:22]1[CH:21]=[CH:20][C:19]([S:16]([NH:15][C:6]2[C:5]([O:4][CH:3]([C:35]3[CH:36]=[N:37][CH:38]=[CH:39][CH:40]=3)[C:2]([F:41])([F:1])[F:42])=[N:14][C:13]3[C:8](=[CH:9][CH:10]=[CH:11][CH:12]=3)[N:7]=2)(=[O:17])=[O:18])=[CH:34][CH:33]=1, predict the reactants needed to synthesize it. The reactants are: [F:1][C:2]([F:42])([F:41])[CH:3]([C:35]1[CH:36]=[N:37][CH:38]=[CH:39][CH:40]=1)[O:4][C:5]1[C:6]([NH:15][S:16]([C:19]2[CH:34]=[CH:33][C:22]([CH2:23][CH2:24][NH:25]C(=O)OC(C)(C)C)=[CH:21][CH:20]=2)(=[O:18])=[O:17])=[N:7][C:8]2[C:13]([N:14]=1)=[CH:12][CH:11]=[CH:10][CH:9]=2.FC(F)(F)C(O)=O. (3) The reactants are: [NH2:1][C@H:2]([C:5]([OH:7])=[O:6])[CH2:3][SH:4].Br[CH2:9][CH2:10][CH2:11][NH2:12]. Given the product [NH2:12][CH2:11][CH2:10][CH2:9][NH:1][C@H:2]([C:5]([OH:7])=[O:6])[CH2:3][SH:4], predict the reactants needed to synthesize it. (4) Given the product [CH3:24][O:25][C:26]1[CH:27]=[C:28]([C:2]2[CH:3]=[C:4]([NH:11][C:12]3[CH:17]=[CH:16][CH:15]=[C:14]([N:18]4[CH2:22][CH2:21][CH2:20][CH:19]4[CH3:23])[N:13]=3)[C:5]3[N:6]([CH:8]=[CH:9][N:10]=3)[N:7]=2)[CH:29]=[CH:30][C:31]=1[O:32][CH3:33], predict the reactants needed to synthesize it. The reactants are: Cl[C:2]1[CH:3]=[C:4]([NH:11][C:12]2[CH:17]=[CH:16][CH:15]=[C:14]([N:18]3[CH2:22][CH2:21][CH2:20][CH:19]3[CH3:23])[N:13]=2)[C:5]2[N:6]([CH:8]=[CH:9][N:10]=2)[N:7]=1.[CH3:24][O:25][C:26]1[CH:27]=[C:28](B(O)O)[CH:29]=[CH:30][C:31]=1[O:32][CH3:33].CC(C1C=C(C(C)C)C(C2C=CC=CC=2P(C2CCCCC2)C2CCCCC2)=C(C(C)C)C=1)C.C([O-])([O-])=O.[Na+].[Na+]. (5) Given the product [CH2:12]([N:14]([CH2:15][CH3:16])[C:8]([C:7]1[CH:6]=[C:5]([Cl:11])[N:4]=[N:3][C:2]=1[Cl:1])=[O:9])[CH3:13], predict the reactants needed to synthesize it. The reactants are: [Cl:1][C:2]1[N:3]=[N:4][C:5]([Cl:11])=[CH:6][C:7]=1[C:8](Cl)=[O:9].[CH2:12]([NH:14][CH2:15][CH3:16])[CH3:13].O.